From a dataset of Forward reaction prediction with 1.9M reactions from USPTO patents (1976-2016). Predict the product of the given reaction. Given the reactants [CH3:1][N:2]1[CH2:7][CH2:6][NH:5][CH2:4][CH2:3]1.N1CCC[CH2:9]1.[CH3:13][O:14][C:15](=[O:23])[C:16]1C=[CH:20][CH:19]=[C:18](Br)[CH:17]=1.COC(=O)C1C=CC(Br)=CC=1, predict the reaction product. The product is: [CH3:13][O:14][C:15](=[O:23])[C:16]1[CH:17]=[CH:18][CH:19]=[CH:20][C:1]=1[N:2]1[CH2:7][CH2:6][NH:5][CH:4]([CH3:9])[CH2:3]1.